This data is from Full USPTO retrosynthesis dataset with 1.9M reactions from patents (1976-2016). The task is: Predict the reactants needed to synthesize the given product. (1) Given the product [C:1]([N:5]([C:26](=[O:35])[C:27]1[CH:28]=[C:29]([CH3:34])[CH:30]=[C:31]([CH3:33])[CH:32]=1)[NH:6][C:7]([C:8]1[CH:13]=[CH:12][C:11]2[CH:14]=[N:41][N:40]([CH:37]([CH3:39])[CH3:38])[B:16]([OH:20])[C:10]=2[CH:9]=1)=[O:25])([CH3:3])([CH3:2])[CH3:4], predict the reactants needed to synthesize it. The reactants are: [C:1]([N:5]([C:26](=[O:35])[C:27]1[CH:32]=[C:31]([CH3:33])[CH:30]=[C:29]([CH3:34])[CH:28]=1)[NH:6][C:7](=[O:25])[C:8]1[CH:13]=[CH:12][C:11]([CH:14]=O)=[C:10]([B:16]2[O:20]C(C)(C)C(C)(C)O2)[CH:9]=1)([CH3:4])([CH3:3])[CH3:2].Cl.[CH:37]([NH:40][NH2:41])([CH3:39])[CH3:38].[OH-].[Na+].C(Cl)Cl. (2) Given the product [CH3:15][Si:16]([CH3:18])([CH3:17])[C:7]#[C:6][CH2:5][CH2:4][CH2:3][CH2:2][C:1]([OH:9])=[O:8], predict the reactants needed to synthesize it. The reactants are: [C:1]([OH:9])(=[O:8])[CH2:2][CH2:3][CH2:4][CH2:5][C:6]#[CH:7].[Li]CCCC.[CH3:15][Si:16](Cl)([CH3:18])[CH3:17].